Dataset: hERG potassium channel inhibition data for cardiac toxicity prediction from Karim et al.. Task: Regression/Classification. Given a drug SMILES string, predict its toxicity properties. Task type varies by dataset: regression for continuous values (e.g., LD50, hERG inhibition percentage) or binary classification for toxic/non-toxic outcomes (e.g., AMES mutagenicity, cardiotoxicity, hepatotoxicity). Dataset: herg_karim. (1) The drug is CN(C)c1ccc2cc(C(=O)N[C@@H](CCCNC(=N)CCl)C(=O)NCc3ccccc3)ccc2c1. The result is 0 (non-blocker). (2) The drug is COc1c(N2CCN[C@H](C)C2)c(F)cc2c(=O)c(C(=O)O)cn(C3CC3)c12. The result is 0 (non-blocker). (3) The compound is c1ccc(-n2ncc3c2CCC3CCN2Cc3ccccc3C2)cc1. The result is 1 (blocker).